Dataset: Forward reaction prediction with 1.9M reactions from USPTO patents (1976-2016). Task: Predict the product of the given reaction. (1) Given the reactants C1(P(C2C=CC=CC=2)C2(P(C3C=CC=CC=3)C3C=CC=CC=3)CC=C3C(C=CC=C3)=C2C2C3C(=CC=CC=3)C=CC=2)C=CC=CC=1.CC(C)([O-])C.[Na+].Br[C:54]1[CH:55]=[C:56]2[C:65](=[CH:66][CH:67]=1)[C:64](=[O:68])[C:63]1[CH2:62][CH2:61][CH:60]([CH2:69][CH3:70])[CH2:59][C:58]=1[S:57]2.[O:71]1[C:76]2([CH2:81][CH2:80][NH:79][CH2:78][CH2:77]2)[O:75][CH2:74][CH2:73][CH2:72]1, predict the reaction product. The product is: [O:71]1[C:76]2([CH2:81][CH2:80][N:79]([C:54]3[CH:55]=[C:56]4[C:65](=[CH:66][CH:67]=3)[C:64](=[O:68])[C:63]3[CH2:62][CH2:61][CH:60]([CH2:69][CH3:70])[CH2:59][C:58]=3[S:57]4)[CH2:78][CH2:77]2)[O:75][CH2:74][CH2:73][CH2:72]1. (2) Given the reactants [CH3:1][O:2][C:3]1[C:11]2[O:10][C:9]([CH3:12])=[CH:8][C:7]=2[C:6]([NH2:13])=[CH:5][CH:4]=1.C1N=CN([C:19](N2C=NC=C2)=[S:20])C=1, predict the reaction product. The product is: [N:13]([C:6]1[C:7]2[CH:8]=[C:9]([CH3:12])[O:10][C:11]=2[C:3]([O:2][CH3:1])=[CH:4][CH:5]=1)=[C:19]=[S:20]. (3) Given the reactants [N:1]1([CH:14]2[CH2:19][CH2:18][NH:17][CH2:16][CH2:15]2)[CH2:6][CH2:5][CH:4]([CH2:7][CH2:8][C:9]([O:11][CH2:12][CH3:13])=[O:10])[CH2:3][CH2:2]1.[O:20]=[C:21]1[N:27]([CH:28]2[CH2:33][CH2:32][N:31]([C:34]([O:36][C@@H:37]([C:48](O)=[O:49])[CH2:38][C:39]3[CH:44]=[C:43]([CH3:45])[C:42]([OH:46])=[C:41]([CH3:47])[CH:40]=3)=[O:35])[CH2:30][CH2:29]2)[CH2:26][CH2:25][C:24]2[CH:51]=[CH:52][CH:53]=[CH:54][C:23]=2[NH:22]1.CN(C(ON1N=NC2C=CC=CC1=2)=[N+](C)C)C.[B-](F)(F)(F)F.C(N(CC)CC)C, predict the reaction product. The product is: [O:20]=[C:21]1[N:27]([CH:28]2[CH2:29][CH2:30][N:31]([C:34]([O:36][C@H:37]([CH2:38][C:39]3[CH:40]=[C:41]([CH3:47])[C:42]([OH:46])=[C:43]([CH3:45])[CH:44]=3)[C:48]([N:17]3[CH2:16][CH2:15][CH:14]([N:1]4[CH2:2][CH2:3][CH:4]([CH2:7][CH2:8][C:9]([O:11][CH2:12][CH3:13])=[O:10])[CH2:5][CH2:6]4)[CH2:19][CH2:18]3)=[O:49])=[O:35])[CH2:32][CH2:33]2)[CH2:26][CH2:25][C:24]2[CH:51]=[CH:52][CH:53]=[CH:54][C:23]=2[NH:22]1.